This data is from Catalyst prediction with 721,799 reactions and 888 catalyst types from USPTO. The task is: Predict which catalyst facilitates the given reaction. (1) Reactant: C(N(CC)CC)C.[CH:8]([C:10]1[C:18]2[C:13](=[CH:14][CH:15]=[CH:16][CH:17]=2)[N:12](C(OC(C)(C)C)=O)[CH:11]=1)=[O:9].[CH3:26][O:27][C:28]1[CH:29]=[C:30]([CH:43]=[CH:44][CH:45]=1)[N:31]=[CH:32][C:33]1[CH:38]=[CH:37][C:36]([S:39]([CH3:42])(=[O:41])=[O:40])=[CH:35][CH:34]=1. Product: [NH:12]1[C:13]2[C:18](=[CH:17][CH:16]=[CH:15][CH:14]=2)[C:10]([C:8](=[O:9])[CH:32]([NH:31][C:30]2[CH:43]=[CH:44][CH:45]=[C:28]([O:27][CH3:26])[CH:29]=2)[C:33]2[CH:38]=[CH:37][C:36]([S:39]([CH3:42])(=[O:40])=[O:41])=[CH:35][CH:34]=2)=[CH:11]1. The catalyst class is: 433. (2) Reactant: [C:1]([C:3]1[CH:4]=[CH:5][C:6]2[O:10][C:9]([C:11]3[CH:16]=[CH:15][C:14]([C:17]4([NH:21][C:22](=[O:28])[O:23][C:24]([CH3:27])([CH3:26])[CH3:25])[CH2:20][CH2:19][CH2:18]4)=[CH:13][CH:12]=3)=[C:8]([C:29]3[CH:34]=[CH:33][CH:32]=[CH:31][CH:30]=3)[C:7]=2[CH:35]=1)#[N:2].C(=O)([O-])[O-:37].[K+].[K+].OO.O. Product: [C:1]([C:3]1[CH:4]=[CH:5][C:6]2[O:10][C:9]([C:11]3[CH:16]=[CH:15][C:14]([C:17]4([NH:21][C:22](=[O:28])[O:23][C:24]([CH3:27])([CH3:26])[CH3:25])[CH2:20][CH2:19][CH2:18]4)=[CH:13][CH:12]=3)=[C:8]([C:29]3[CH:34]=[CH:33][CH:32]=[CH:31][CH:30]=3)[C:7]=2[CH:35]=1)(=[O:37])[NH2:2]. The catalyst class is: 549.